The task is: Predict the reactants needed to synthesize the given product.. This data is from Full USPTO retrosynthesis dataset with 1.9M reactions from patents (1976-2016). Given the product [CH2:23]([O:22][C:21](=[O:25])[CH2:13][C:12]([C:11]1[N:7]([CH2:6][CH:3]2[CH2:4][CH2:5]2)[N:8]=[CH:9][N:10]=1)=[O:14])[CH3:24], predict the reactants needed to synthesize it. The reactants are: [H-].[Na+].[CH:3]1([CH2:6][N:7]2[C:11]([C:12](=[O:14])[CH3:13])=[N:10][CH:9]=[N:8]2)[CH2:5][CH2:4]1.Cl.C([O-])(O)=O.[Na+].[C:21](=O)([O:25]CC)[O:22][CH2:23][CH3:24].